Dataset: Catalyst prediction with 721,799 reactions and 888 catalyst types from USPTO. Task: Predict which catalyst facilitates the given reaction. (1) The catalyst class is: 15. Product: [CH2:17]([O:19][C:20]([C:22]1[C:23](=[O:42])[C:24]2[CH:29]=[N:28][C:27]([NH:16][C:13]3[CH:12]=[CH:11][C:10]([CH2:9][CH2:8][N:5]4[CH2:6][CH2:7][N:2]([CH3:1])[CH2:3][CH2:4]4)=[CH:15][CH:14]=3)=[N:26][C:25]=2[N:34]([CH:36]2[CH2:41][CH2:40][CH2:39][CH2:38][CH2:37]2)[CH:35]=1)=[O:21])[CH3:18]. Reactant: [CH3:1][N:2]1[CH2:7][CH2:6][N:5]([CH2:8][CH2:9][C:10]2[CH:15]=[CH:14][C:13]([NH2:16])=[CH:12][CH:11]=2)[CH2:4][CH2:3]1.[CH2:17]([O:19][C:20]([C:22]1[C:23](=[O:42])[C:24]2[CH:29]=[N:28][C:27](S(C)(=O)=O)=[N:26][C:25]=2[N:34]([CH:36]2[CH2:41][CH2:40][CH2:39][CH2:38][CH2:37]2)[CH:35]=1)=[O:21])[CH3:18]. (2) Reactant: [Br:1]Br.[CH:3]([N:6]1[C:10]([C:11]2[CH:16]=[CH:15][N:14]=[C:13]([NH:17][C:18]3[CH:23]=[CH:22][C:21]([S:24]([CH3:27])(=[O:26])=[O:25])=[CH:20][CH:19]=3)[N:12]=2)=[CH:9][N:8]=[C:7]1[CH3:28])([CH3:5])[CH3:4]. Product: [Br:1][C:16]1[C:11]([C:10]2[N:6]([CH:3]([CH3:5])[CH3:4])[C:7]([CH3:28])=[N:8][CH:9]=2)=[N:12][C:13]([NH:17][C:18]2[CH:23]=[CH:22][C:21]([S:24]([CH3:27])(=[O:26])=[O:25])=[CH:20][CH:19]=2)=[N:14][CH:15]=1. The catalyst class is: 15. (3) Reactant: [CH2:1]([O:5][C:6]1[C:11]([CH3:12])=[C:10](Cl)[N:9]=[CH:8][N:7]=1)[C:2]#[C:3][CH3:4].[CH3:14][CH:15]1[CH2:20][CH:19]([CH3:21])[CH2:18][NH:17][CH2:16]1. Product: [CH2:1]([O:5][C:6]1[C:11]([CH3:12])=[C:10]([N:17]2[CH2:18][CH:19]([CH3:21])[CH2:20][CH:15]([CH3:14])[CH2:16]2)[N:9]=[CH:8][N:7]=1)[C:2]#[C:3][CH3:4]. The catalyst class is: 8. (4) Reactant: [CH2:1]([O:8][C:9]1[CH:14]=[CH:13][C:12]([N:15]([CH3:54])[C:16]([C:18]2[CH:19]=[C:20]([C:25]3[CH:26]=[C:27]4[C:31](=[CH:32][C:33]=3[C:34]([N:36]3[C@H:45]([CH3:46])[CH2:44][C:43]5[C:38](=[CH:39][CH:40]=[CH:41][CH:42]=5)[CH2:37]3)=[O:35])[CH2:30][N:29](C(OC(C)(C)C)=O)[CH2:28]4)[N:21]([CH3:24])[C:22]=2[CH3:23])=[O:17])=[CH:11][CH:10]=1)[C:2]1[CH:7]=[CH:6][CH:5]=[CH:4][CH:3]=1.FC(F)(F)C(O)=O. Product: [CH2:1]([O:8][C:9]1[CH:14]=[CH:13][C:12]([N:15]([CH3:54])[C:16]([C:18]2[CH:19]=[C:20]([C:25]3[CH:26]=[C:27]4[C:31](=[CH:32][C:33]=3[C:34]([N:36]3[C@H:45]([CH3:46])[CH2:44][C:43]5[C:38](=[CH:39][CH:40]=[CH:41][CH:42]=5)[CH2:37]3)=[O:35])[CH2:30][NH:29][CH2:28]4)[N:21]([CH3:24])[C:22]=2[CH3:23])=[O:17])=[CH:11][CH:10]=1)[C:2]1[CH:3]=[CH:4][CH:5]=[CH:6][CH:7]=1. The catalyst class is: 4.